The task is: Predict which catalyst facilitates the given reaction.. This data is from Catalyst prediction with 721,799 reactions and 888 catalyst types from USPTO. (1) Reactant: [C:1]([OH:13])(=[O:12])[CH2:2][C:3]([CH2:8][C:9]([OH:11])=[O:10])([C:5]([OH:7])=[O:6])[OH:4].C(=O)(O)[O-].[Na+:18]. Product: [C:5](=[O:7])=[O:6].[C:1]([OH:13])(=[O:12])[CH2:2][C:3]([CH2:8][C:9]([O-:11])=[O:10])([C:5]([O-:7])=[O:6])[OH:4].[Na+:18].[Na+:18].[C:1]([O-:13])(=[O:12])[CH2:2][C:3]([CH2:8][C:9]([O-:11])=[O:10])([C:5]([O-:7])=[O:6])[OH:4].[Na+:18].[Na+:18].[Na+:18]. The catalyst class is: 6. (2) Reactant: [NH2:1][C:2]1[C:7](C(O)=O)=[C:6]([CH3:11])[N:5]=[C:4]2[S:12][C:13]([Br:16])=[C:14]([CH3:15])[C:3]=12.C1(OC2C=CC=CC=2)C=CC=CC=1. Product: [Br:16][C:13]1[S:12][C:4]2[N:5]=[C:6]([CH3:11])[CH:7]=[C:2]([NH2:1])[C:3]=2[C:14]=1[CH3:15]. The catalyst class is: 5.